This data is from Catalyst prediction with 721,799 reactions and 888 catalyst types from USPTO. The task is: Predict which catalyst facilitates the given reaction. (1) Reactant: ClC1C=C(C=CC=1)C(OO)=[O:6].[CH3:12][C:13]1[CH:18]=[C:17]([O:19][CH2:20][C:21]2[N:22]=[C:23](/[CH:26]=[CH:27]/[C:28]3[CH:33]=[CH:32][C:31]([O:34][C:35]([F:38])([F:37])[F:36])=[CH:30][CH:29]=3)[O:24][CH:25]=2)[CH:16]=[CH:15][C:14]=1[CH2:39][S:40]([CH2:42][CH2:43][N:44]1[CH:48]=[CH:47][N:46]=[N:45]1)=[O:41]. Product: [CH3:12][C:13]1[CH:18]=[C:17]([O:19][CH2:20][C:21]2[N:22]=[C:23](/[CH:26]=[CH:27]/[C:28]3[CH:29]=[CH:30][C:31]([O:34][C:35]([F:37])([F:36])[F:38])=[CH:32][CH:33]=3)[O:24][CH:25]=2)[CH:16]=[CH:15][C:14]=1[CH2:39][S:40]([CH2:42][CH2:43][N:44]1[CH:48]=[CH:47][N:46]=[N:45]1)(=[O:6])=[O:41]. The catalyst class is: 866. (2) Reactant: [I:1][C:2]1[CH:3]=[C:4]([OH:8])[CH:5]=[CH:6][CH:7]=1.[C:9]([O:13][C:14]([N:16]1[CH2:21][CH2:20][CH:19](O)[CH2:18][CH2:17]1)=[O:15])([CH3:12])([CH3:11])[CH3:10].C1(P(C2C=CC=CC=2)C2C=CC=CC=2)C=CC=CC=1.N(C(OCC)=O)=NC(OCC)=O. Product: [C:9]([O:13][C:14]([N:16]1[CH2:21][CH2:20][CH:19]([O:8][C:4]2[CH:5]=[CH:6][CH:7]=[C:2]([I:1])[CH:3]=2)[CH2:18][CH2:17]1)=[O:15])([CH3:12])([CH3:10])[CH3:11]. The catalyst class is: 11. (3) Reactant: [F:1][C:2]1[C:3]([O:25][CH2:26][CH2:27][CH2:28][O:29][CH3:30])=[CH:4][C:5]2[CH2:14][CH:13]([CH:15]([CH3:17])[CH3:16])[N:12]3[C:7](=[CH:8][C:9](=[O:23])[C:10]([C:18]([O:20]CC)=[O:19])=[CH:11]3)[C:6]=2[CH:24]=1.[Li+].[OH-].Cl. Product: [F:1][C:2]1[C:3]([O:25][CH2:26][CH2:27][CH2:28][O:29][CH3:30])=[CH:4][C:5]2[CH2:14][CH:13]([CH:15]([CH3:17])[CH3:16])[N:12]3[C:7](=[CH:8][C:9](=[O:23])[C:10]([C:18]([OH:20])=[O:19])=[CH:11]3)[C:6]=2[CH:24]=1. The catalyst class is: 36. (4) Product: [CH3:18][C:17]1[CH:16]=[CH:15][C:14]([NH:19][C:20](=[O:26])[O:21][C:22]([CH3:23])([CH3:25])[CH3:24])=[CH:13][C:12]=1[O:11][C:2]1[CH:7]=[CH:6][C:5]([N+:8]([O-:10])=[O:9])=[CH:4][N:3]=1. The catalyst class is: 9. Reactant: Cl[C:2]1[CH:7]=[CH:6][C:5]([N+:8]([O-:10])=[O:9])=[CH:4][N:3]=1.[OH:11][C:12]1[CH:13]=[C:14]([NH:19][C:20](=[O:26])[O:21][C:22]([CH3:25])([CH3:24])[CH3:23])[CH:15]=[CH:16][C:17]=1[CH3:18].C(=O)([O-])[O-].[K+].[K+]. (5) Reactant: [NH2:1][CH2:2][C:3]1[CH:4]=[CH:5][C:6]([Cl:27])=[C:7]([NH:9][C:10]2[S:11]/[C:12](=[CH:16]\[C:17]3[CH:18]=[C:19]4[C:24](=[CH:25][CH:26]=3)[N:23]=[CH:22][CH:21]=[CH:20]4)/[C:13](=[O:15])[N:14]=2)[CH:8]=1.ON1C2N=CC=CC=2N=N1.[C:38]1(=[O:44])[O:43][C:41](=[O:42])[CH2:40][CH2:39]1. Product: [Cl:27][C:6]1[CH:5]=[CH:4][C:3]([CH2:2][NH:1][C:38](=[O:44])[CH2:39][CH2:40][C:41]([OH:43])=[O:42])=[CH:8][C:7]=1[NH:9][C:10]1[S:11]/[C:12](=[CH:16]\[C:17]2[CH:18]=[C:19]3[C:24](=[CH:25][CH:26]=2)[N:23]=[CH:22][CH:21]=[CH:20]3)/[C:13](=[O:15])[N:14]=1. The catalyst class is: 35. (6) Reactant: [Cl:1][C:2]1[N:7]=[N:6][C:5]([C:8](C)([C:14](OCC)=O)[C:9]([O:11]CC)=[O:10])=[CH:4][CH:3]=1.[Li+:20].[OH-]. Product: [Cl:1][C:2]1[N:7]=[N:6][C:5]([CH:8]([CH3:14])[C:9]([O-:11])=[O:10])=[CH:4][CH:3]=1.[Li+:20]. The catalyst class is: 24. (7) Reactant: [CH3:1][O:2][C:3]1[CH:8]=[CH:7][CH:6]=[CH:5][C:4]=1B(O)O.Br[C:13]1[CH:14]=[CH:15][C:16]([F:22])=[C:17]([N+:19]([O-:21])=[O:20])[CH:18]=1.C(=O)([O-])[O-].[Na+].[Na+]. Product: [F:22][C:16]1[CH:15]=[CH:14][C:13]([C:4]2[CH:5]=[CH:6][CH:7]=[CH:8][C:3]=2[O:2][CH3:1])=[CH:18][C:17]=1[N+:19]([O-:21])=[O:20]. The catalyst class is: 335. (8) Reactant: Cl[C:2]1[CH:7]=[C:6]([Cl:8])[N:5]=[CH:4][N:3]=1.[F:9][C:10]1[CH:11]=[CH:12][C:13]([OH:37])=[C:14]([CH:36]=1)[CH2:15][NH:16][C:17]([NH:19][C:20]1[N:24]([C:25]2[CH:30]=[CH:29][C:28]([CH3:31])=[CH:27][CH:26]=2)[N:23]=[C:22]([C:32]([CH3:35])([CH3:34])[CH3:33])[CH:21]=1)=[O:18].[OH-].[Na+].[Cl-].[NH4+]. Product: [Cl:8][C:6]1[N:5]=[CH:4][N:3]=[C:2]([O:37][C:13]2[CH:12]=[CH:11][C:10]([F:9])=[CH:36][C:14]=2[CH2:15][NH:16][C:17]([NH:19][C:20]2[N:24]([C:25]3[CH:26]=[CH:27][C:28]([CH3:31])=[CH:29][CH:30]=3)[N:23]=[C:22]([C:32]([CH3:34])([CH3:35])[CH3:33])[CH:21]=2)=[O:18])[CH:7]=1. The catalyst class is: 3. (9) Reactant: [CH3:1][O:2][C:3](=[O:14])[C:4]1[CH:9]=[C:8]([SH:10])[CH:7]=[CH:6][C:5]=1[N+:11]([O-:13])=[O:12].F[C:16]1[CH:21]=[CH:20][C:19]([N+:22]([O-:24])=[O:23])=[CH:18][CH:17]=1.C(=O)([O-])[O-].[K+].[K+]. Product: [CH3:1][O:2][C:3](=[O:14])[C:4]1[CH:9]=[C:8]([S:10][C:16]2[CH:21]=[CH:20][C:19]([N+:22]([O-:24])=[O:23])=[CH:18][CH:17]=2)[CH:7]=[CH:6][C:5]=1[N+:11]([O-:13])=[O:12]. The catalyst class is: 10. (10) Reactant: [Br:1][C:2]1[CH:3]=[C:4]([C:7](Cl)=[O:8])[O:5][CH:6]=1.C([N:13]([CH2:17]C)C(C)C)(C)C.Cl.CN[O:22][CH3:23]. Product: [CH3:23][O:22][CH2:17][NH:13][C:7]([C:4]1[O:5][CH:6]=[C:2]([Br:1])[CH:3]=1)=[O:8]. The catalyst class is: 79.